This data is from Forward reaction prediction with 1.9M reactions from USPTO patents (1976-2016). The task is: Predict the product of the given reaction. (1) Given the reactants [Cl:1][C:2]1[CH:7]=[CH:6][C:5]([C:8]2[C:12]([C:13]3[CH:18]=[CH:17][N:16]=[C:15]([NH:19][C:20]4[CH:28]=[CH:27][C:23]([C:24]([OH:26])=O)=[CH:22][CH:21]=4)[N:14]=3)=[CH:11][NH:10][N:9]=2)=[CH:4][CH:3]=1.CN1CCOCC1.F[P-](F)(F)(F)(F)F.N1(O[P+](N(C)C)(N(C)C)N(C)C)C2C=CC=CC=2N=N1.[CH3:63][N:64]1[CH2:69][CH2:68][NH:67][CH2:66][CH2:65]1.C([O-])(O)=O.[Na+], predict the reaction product. The product is: [Cl:1][C:2]1[CH:7]=[CH:6][C:5]([C:8]2[C:12]([C:13]3[CH:18]=[CH:17][N:16]=[C:15]([NH:19][C:20]4[CH:21]=[CH:22][C:23]([C:24]([N:67]5[CH2:68][CH2:69][N:64]([CH3:63])[CH2:65][CH2:66]5)=[O:26])=[CH:27][CH:28]=4)[N:14]=3)=[CH:11][NH:10][N:9]=2)=[CH:4][CH:3]=1. (2) Given the reactants [F:1][C:2]1[CH:3]=[C:4]([OH:11])[CH:5]=[CH:6][C:7]=1[N+:8]([O-:10])=[O:9].[CH2:12](Br)[C:13]1[CH:18]=[CH:17][CH:16]=[CH:15][CH:14]=1.C(=O)([O-])[O-].[Cs+].[Cs+], predict the reaction product. The product is: [CH2:12]([O:11][C:4]1[CH:5]=[CH:6][C:7]([N+:8]([O-:10])=[O:9])=[C:2]([F:1])[CH:3]=1)[C:13]1[CH:18]=[CH:17][CH:16]=[CH:15][CH:14]=1. (3) Given the reactants O.O.Cl[Sn]Cl.[F:6][C:7]1[CH:8]=[CH:9][C:10]([O:16][C:17]2[CH:22]=[CH:21][CH:20]=[CH:19][CH:18]=2)=[C:11]([N+:13]([O-])=O)[CH:12]=1, predict the reaction product. The product is: [F:6][C:7]1[CH:8]=[CH:9][C:10]([O:16][C:17]2[CH:22]=[CH:21][CH:20]=[CH:19][CH:18]=2)=[C:11]([CH:12]=1)[NH2:13]. (4) Given the reactants [F:1][C:2]([F:18])([F:17])/[C:3](/[C:9]1[CH:14]=[CH:13][CH:12]=[C:11]([O:15][CH3:16])[CH:10]=1)=[CH:4]\[C:5]([O:7][CH3:8])=[O:6], predict the reaction product. The product is: [F:1][C:2]([F:17])([F:18])[CH:3]([C:9]1[CH:14]=[CH:13][CH:12]=[C:11]([O:15][CH3:16])[CH:10]=1)[CH2:4][C:5]([O:7][CH3:8])=[O:6]. (5) Given the reactants Cl[C:2]1[CH:7]=[C:6]([C:8]([F:11])([F:10])[F:9])[N:5]=[C:4]([S:12][CH3:13])[N:3]=1.Cl.[CH3:15][O:16][C:17]1[NH:21][N:20]=[C:19]([NH2:22])[CH:18]=1, predict the reaction product. The product is: [CH3:15][O:16][C:17]1[CH:18]=[C:19]([NH:22][C:2]2[CH:7]=[C:6]([C:8]([F:11])([F:10])[F:9])[N:5]=[C:4]([S:12][CH3:13])[N:3]=2)[NH:20][N:21]=1. (6) Given the reactants C([O:3][C:4]1[CH:9]=[CH:8][C:7]([NH:10][C:11]([C:13]2[C:14]([NH:19][CH2:20][CH2:21][C:22]3[CH:27]=[CH:26][CH:25]=[CH:24][CH:23]=3)=[N:15][CH:16]=[CH:17][CH:18]=2)=[O:12])=[CH:6][CH:5]=1)C.ClC1C(C(NC2C=CC(OCC)=CC=2)=O)=CC=CN=1.ClC1C(C(NC2C=CC(O)=CC=2)=O)=CC=CN=1, predict the reaction product. The product is: [OH:3][C:4]1[CH:5]=[CH:6][C:7]([NH:10][C:11]([C:13]2[C:14]([NH:19][CH2:20][CH2:21][C:22]3[CH:23]=[CH:24][CH:25]=[CH:26][CH:27]=3)=[N:15][CH:16]=[CH:17][CH:18]=2)=[O:12])=[CH:8][CH:9]=1. (7) Given the reactants [CH3:1][O:2][C:3]1[CH:43]=[CH:42][C:6]([CH2:7][NH:8][C:9]2[O:10][C:11]([C:14]3[CH:15]=[C:16]4[C:20](=[CH:21][CH:22]=3)[N:19]([S:23]([C:26]3[CH:32]=[CH:31][C:29]([CH3:30])=[CH:28][CH:27]=3)(=[O:25])=[O:24])[CH:18]=[C:17]4B3OC(C)(C)C(C)(C)O3)=[N:12][N:13]=2)=[CH:5][CH:4]=1.Br[C:45]1[CH:50]=[N:49][CH:48]=[C:47]([CH:51]2[CH2:53][CH2:52]2)[N:46]=1.P([O-])([O-])([O-])=O.[K+].[K+].[K+], predict the reaction product. The product is: [CH:51]1([C:47]2[N:46]=[C:45]([C:17]3[C:16]4[C:20](=[CH:21][CH:22]=[C:14]([C:11]5[O:10][C:9]([NH:8][CH2:7][C:6]6[CH:42]=[CH:43][C:3]([O:2][CH3:1])=[CH:4][CH:5]=6)=[N:13][N:12]=5)[CH:15]=4)[N:19]([S:23]([C:26]4[CH:32]=[CH:31][C:29]([CH3:30])=[CH:28][CH:27]=4)(=[O:25])=[O:24])[CH:18]=3)[CH:50]=[N:49][CH:48]=2)[CH2:53][CH2:52]1. (8) The product is: [NH:32]1[CH:36]=[CH:35][CH:34]=[C:33]1[CH2:37][N:4]1[CH2:5][CH2:6][N:1]([C:7]2[CH:8]=[CH:9][C:10]([NH:13][C:14]([C:16]3[C:17]([C:22]4[CH:27]=[CH:26][C:25]([C:28]([F:29])([F:31])[F:30])=[CH:24][CH:23]=4)=[CH:18][CH:19]=[CH:20][CH:21]=3)=[O:15])=[CH:11][CH:12]=2)[CH2:2][CH2:3]1. Given the reactants [N:1]1([C:7]2[CH:12]=[CH:11][C:10]([NH:13][C:14]([C:16]3[C:17]([C:22]4[CH:27]=[CH:26][C:25]([C:28]([F:31])([F:30])[F:29])=[CH:24][CH:23]=4)=[CH:18][CH:19]=[CH:20][CH:21]=3)=[O:15])=[CH:9][CH:8]=2)[CH2:6][CH2:5][NH:4][CH2:3][CH2:2]1.[NH:32]1[CH:36]=[CH:35][CH:34]=[C:33]1[CH:37]=O.C(O)(=O)C.C(O[BH-](OC(=O)C)OC(=O)C)(=O)C.[Na+], predict the reaction product.